From a dataset of Reaction yield outcomes from USPTO patents with 853,638 reactions. Predict the reaction yield, written as a fraction of the theoretical maximum amount of product (1.0 means a 100% yield; for example, 0.34 means a 34% yield). (1) The reactants are [F:1][C:2]1([F:18])[C:11]2([CH3:12])[CH:3]1[CH2:4][C:5]1[C:6]([C:13]([O:15][CH2:16][CH3:17])=[O:14])=[N:7][NH:8][C:9]=1[CH2:10]2.[Br:19][C:20]1[CH:21]=[C:22](B(O)O)[CH:23]=[CH:24][CH:25]=1. The yield is 0.300. The product is [Br:19][C:20]1[CH:25]=[C:24]([N:8]2[C:9]3[CH2:10][C:11]4([CH3:12])[C:2]([F:1])([F:18])[CH:3]4[CH2:4][C:5]=3[C:6]([C:13]([O:15][CH2:16][CH3:17])=[O:14])=[N:7]2)[CH:23]=[CH:22][CH:21]=1. No catalyst specified. (2) The reactants are [Br:1][C:2]1[C:3]([F:12])=[C:4]2[C:10]([NH2:11])=[CH:9][NH:8][C:5]2=[N:6][CH:7]=1.[N:13]1[CH:18]=[CH:17][N:16]=[CH:15][C:14]=1[C:19](O)=[O:20].C1N(P(Cl)(N2C(=O)OCC2)=O)C(=O)OC1.C(N(CC)CC)C.[Li+].[OH-]. The catalyst is C(Cl)Cl.O. The product is [Br:1][C:2]1[C:3]([F:12])=[C:4]2[C:10]([NH:11][C:19]([C:14]3[CH:15]=[N:16][CH:17]=[CH:18][N:13]=3)=[O:20])=[CH:9][NH:8][C:5]2=[N:6][CH:7]=1. The yield is 0.610. (3) The reactants are [Cl:1][C:2]1[C:7]([CH:8]=[O:9])=[C:6]([N:10]2[CH2:22][CH2:21][N:13]3[C:14]4[CH2:15][CH2:16][CH2:17][CH2:18][C:19]=4[CH:20]=[C:12]3[C:11]2=[O:23])[N:5]=[CH:4][CH:3]=1.[BH4-].[Na+]. The catalyst is CO. The product is [Cl:1][C:2]1[CH:3]=[CH:4][N:5]=[C:6]([N:10]2[CH2:22][CH2:21][N:13]3[C:14]4[CH2:15][CH2:16][CH2:17][CH2:18][C:19]=4[CH:20]=[C:12]3[C:11]2=[O:23])[C:7]=1[CH2:8][OH:9]. The yield is 0.900. (4) The reactants are [CH:1]1([C:4]2[C:5]([O:14][CH2:15][CH:16]3[CH:21]([CH3:22])[CH2:20][CH2:19][CH2:18][CH:17]3[CH3:23])=[CH:6][C:7]([F:13])=[C:8]([CH:12]=2)[C:9](O)=[O:10])[CH2:3][CH2:2]1.C(N1C=CN=C1)(N1C=CN=C1)=O.N12CCCN=C1CCCCC2.[N:47]1([S:51]([NH2:54])(=[O:53])=[O:52])[CH2:50][CH2:49][CH2:48]1.Cl. The catalyst is O1CCCC1. The product is [N:47]1([S:51]([NH:54][C:9](=[O:10])[C:8]2[CH:12]=[C:4]([CH:1]3[CH2:2][CH2:3]3)[C:5]([O:14][CH2:15][CH:16]3[CH:21]([CH3:22])[CH2:20][CH2:19][CH2:18][CH:17]3[CH3:23])=[CH:6][C:7]=2[F:13])(=[O:53])=[O:52])[CH2:50][CH2:49][CH2:48]1. The yield is 0.220. (5) The reactants are [NH:1]1[C:5](=[O:6])[CH2:4][N:3]2[C:7](=[O:10])[CH2:8][CH2:9][CH:2]12.CCN(P1(N(C)CCCN1C)=NC(C)(C)C)CC.[CH3:29][C:30]1[CH:37]=[CH:36][C:33]([CH2:34]Br)=[CH:32][CH:31]=1. The catalyst is CC#N. The product is [CH3:29][C:30]1[CH:37]=[CH:36][C:33]([CH2:34][N:1]2[C:5](=[O:6])[CH2:4][N:3]3[C:7](=[O:10])[CH2:8][CH2:9][CH:2]23)=[CH:32][CH:31]=1. The yield is 0.930.